This data is from Reaction yield outcomes from USPTO patents with 853,638 reactions. The task is: Predict the reaction yield, written as a fraction of the theoretical maximum amount of product (1.0 means a 100% yield; for example, 0.34 means a 34% yield). (1) The reactants are [CH3:1][O:2][C:3](=[O:26])[CH:4]([C:9]1[CH:10]=[C:11]([C:16]2[CH:21]=[CH:20][C:19]([C:22]([F:25])([F:24])[F:23])=[CH:18][CH:17]=2)[CH:12]=[C:13]([OH:15])[CH:14]=1)[CH2:5][CH:6]([CH3:8])[CH3:7].B(O)O.[F:30][C:31]1[CH:32]=[CH:33][CH:34]=[C:35]([C:37]([F:40])([F:39])[F:38])[CH:36]=1. No catalyst specified. The product is [CH3:1][O:2][C:3](=[O:26])[CH:4]([C:9]1[CH:10]=[C:11]([C:16]2[CH:17]=[CH:18][C:19]([C:22]([F:23])([F:25])[F:24])=[CH:20][CH:21]=2)[CH:12]=[C:13]([O:15][C:33]2[CH:34]=[C:35]([C:37]([F:39])([F:38])[F:40])[CH:36]=[C:31]([F:30])[CH:32]=2)[CH:14]=1)[CH2:5][CH:6]([CH3:8])[CH3:7]. The yield is 0.100. (2) The reactants are [O:1]=[C:2]1[C:8]2[CH:9]=[CH:10][CH:11]=[CH:12][C:7]=2[O:6][C:5]2[S:13][C:14](C(O)=O)=[CH:15][C:4]=2[NH:3]1. The catalyst is C(O)(=O)C. The product is [S:13]1[C:5]2[O:6][C:7]3[CH:12]=[CH:11][CH:10]=[CH:9][C:8]=3[C:2](=[O:1])[NH:3][C:4]=2[CH:15]=[CH:14]1. The yield is 0.790. (3) The reactants are [Br:1][C:2]1[CH:11]=[C:10]2[C:5]([N:6]=[CH:7][C:8](Cl)=[N:9]2)=[CH:4][CH:3]=1.[N:13]1([CH2:19][CH2:20]NC(=O)OC(C)(C)C)[CH2:18][CH2:17]NCC1.O.[CH3:30][N:31]([CH3:34])[CH:32]=O. No catalyst specified. The product is [Br:1][C:2]1[CH:11]=[C:10]2[C:5]([N:6]=[CH:7][C:8]([N:13]3[CH2:18][CH2:17][CH:30]([N:31]([CH3:34])[CH3:32])[CH2:20][CH2:19]3)=[N:9]2)=[CH:4][CH:3]=1. The yield is 0.990. (4) The reactants are Cl[C:2]1[CH:10]=CC(S(C)(=O)=O)=C[C:3]=1C(O)=O.[Cl:15][C:16]1[CH:24]=[CH:23][C:22]([S:25]([OH:27])=[O:26])=[CH:21][C:17]=1[C:18]([OH:20])=[O:19].IC(C)C. The catalyst is C(O)(C)C. The product is [Cl:15][C:16]1[CH:24]=[CH:23][C:22]([S:25]([CH:2]([CH3:10])[CH3:3])(=[O:27])=[O:26])=[CH:21][C:17]=1[C:18]([OH:20])=[O:19]. The yield is 0.420. (5) The reactants are C(N(C(C)C)CC)(C)C.CN(C(ON1N=NC2C=CC=CC1=2)=[N+](C)C)C.F[P-](F)(F)(F)(F)F.[CH3:34][N:35]([CH:46]1[CH2:51][CH2:50][NH:49][CH2:48][CH2:47]1)[CH2:36][CH2:37][NH:38][C:39](=[O:45])[O:40][C:41]([CH3:44])([CH3:43])[CH3:42].[CH3:52][N:53]1[CH:57]=[CH:56][N:55]=[C:54]1[CH2:58][CH2:59][C:60](O)=[O:61]. The catalyst is C(Cl)(Cl)Cl.CO. The product is [CH3:34][N:35]([CH:46]1[CH2:51][CH2:50][N:49]([C:60](=[O:61])[CH2:59][CH2:58][C:54]2[N:53]([CH3:52])[CH:57]=[CH:56][N:55]=2)[CH2:48][CH2:47]1)[CH2:36][CH2:37][NH:38][C:39](=[O:45])[O:40][C:41]([CH3:44])([CH3:42])[CH3:43]. The yield is 0.860. (6) The reactants are [CH3:1][N:2]1[CH:6]=[C:5]([C:7]2[CH:8]=[C:9]3[C:14](=[CH:15][CH:16]=2)[N:13]([C:17]2[C:21]4[CH2:22][N:23]([C:26](=[O:28])[CH3:27])[CH2:24][CH2:25][C:20]=4[N:19]([CH:29]4[CH2:33][CH2:32][NH:31][CH2:30]4)[N:18]=2)[CH2:12][CH2:11][CH2:10]3)[CH:4]=[N:3]1.C=O.[BH3-][C:37]#N.[Na+].CC(O)=O. The catalyst is CO.O. The product is [CH3:1][N:2]1[CH:6]=[C:5]([C:7]2[CH:8]=[C:9]3[C:14](=[CH:15][CH:16]=2)[N:13]([C:17]2[C:21]4[CH2:22][N:23]([C:26](=[O:28])[CH3:27])[CH2:24][CH2:25][C:20]=4[N:19]([CH:29]4[CH2:33][CH2:32][N:31]([CH3:37])[CH2:30]4)[N:18]=2)[CH2:12][CH2:11][CH2:10]3)[CH:4]=[N:3]1. The yield is 0.170. (7) The reactants are [N+:1]([C:4]1[CH:9]=[CH:8][C:7](F)=[CH:6][CH:5]=1)([O-:3])=[O:2].[CH:11]1[C:16]([OH:17])=[CH:15][CH:14]=[C:13]([OH:18])[CH:12]=1.[OH-].[Na+]. The catalyst is CCO.O. The product is [N+:1]([C:4]1[CH:9]=[CH:8][C:7]([O:17][C:16]2[CH:11]=[CH:12][C:13]([OH:18])=[CH:14][CH:15]=2)=[CH:6][CH:5]=1)([O-:3])=[O:2]. The yield is 0.370.